This data is from Reaction yield outcomes from USPTO patents with 853,638 reactions. The task is: Predict the reaction yield, written as a fraction of the theoretical maximum amount of product (1.0 means a 100% yield; for example, 0.34 means a 34% yield). (1) The product is [F:26][C:27]([F:38])([F:37])[C:28]([NH:25][NH:24][C:9]1[C:8]([C:5]2[CH:6]=[CH:7][C:2]([F:1])=[CH:3][CH:4]=2)=[C:13]([C:14]2[CH:15]=[CH:16][N:17]=[CH:18][CH:19]=2)[N:12]=[C:11]([C:20]([F:23])([F:22])[F:21])[N:10]=1)=[O:29]. The reactants are [F:1][C:2]1[CH:7]=[CH:6][C:5]([C:8]2[C:9]([NH:24][NH2:25])=[N:10][C:11]([C:20]([F:23])([F:22])[F:21])=[N:12][C:13]=2[C:14]2[CH:19]=[CH:18][N:17]=[CH:16][CH:15]=2)=[CH:4][CH:3]=1.[F:26][C:27]([F:38])([F:37])[C:28](O[C:28](=[O:29])[C:27]([F:38])([F:37])[F:26])=[O:29]. The catalyst is ClCCl.C(OCC)(=O)C.CCCCCC. The yield is 0.533. (2) The reactants are C([O:3][C:4](=O)[CH2:5][NH:6][CH2:7][C:8]1[C:9]([NH2:15])=[N:10][CH:11]=[C:12]([Br:14])[CH:13]=1)C.[H-].[Na+]. The catalyst is CS(C)=O.O. The product is [Br:14][C:12]1[CH:11]=[N:10][C:9]2[NH:15][C:4](=[O:3])[CH2:5][NH:6][CH2:7][C:8]=2[CH:13]=1. The yield is 0.720. (3) The reactants are [O:1]1[CH:5]=[CH:4][C:3]([C:6]([OH:8])=O)=[CH:2]1.C(N1C=CN=C1)(N1C=CN=C1)=O.[Mg+].[C:22]([O:28][CH2:29][CH3:30])(=[O:27])[CH2:23]C([O-])=O.Cl. The catalyst is O1CCCC1.O.C(OCC)(=O)C. The product is [O:1]1[CH:5]=[CH:4][C:3]([C:6](=[O:8])[CH2:23][C:22]([O:28][CH2:29][CH3:30])=[O:27])=[CH:2]1. The yield is 1.00. (4) The reactants are [C:1]([C:3]1[CH:8]=[CH:7][C:6]([C:9]2[O:10][C@H:11]([CH3:18])[C@H:12]([C:14]([O:16]C)=[O:15])[N:13]=2)=[C:5]([OH:19])[CH:4]=1)#[CH:2].[OH-].[Na+]. The product is [C:1]([C:3]1[CH:8]=[CH:7][C:6]([C:9]2[O:10][C@@H:11]([CH3:18])[C@H:12]([C:14]([O-:16])=[O:15])[N:13]=2)=[C:5]([OH:19])[CH:4]=1)#[CH:2].[CH2:9]([NH3+:13])[CH3:6]. The yield is 0.993. The catalyst is CO. (5) The reactants are [Cl:1][C:2]1[CH:3]=[C:4]([CH:35]=[CH:36][CH:37]=1)[CH2:5][NH:6][C:7]1[CH:8]=[C:9]([CH:13]([C:15]2[C:23]3[C:18](=[N:19][CH:20]=[C:21]([Cl:24])[CH:22]=3)[N:17]([Si](C(C)C)(C(C)C)C(C)C)[CH:16]=2)O)[N:10]([CH3:12])[N:11]=1.ClCCl.C([SiH](CC)CC)C.FC(F)(F)C(O)=O. No catalyst specified. The product is [Cl:1][C:2]1[CH:3]=[C:4]([CH:35]=[CH:36][CH:37]=1)[CH2:5][NH:6][C:7]1[CH:8]=[C:9]([CH2:13][C:15]2[C:23]3[C:18](=[N:19][CH:20]=[C:21]([Cl:24])[CH:22]=3)[NH:17][CH:16]=2)[N:10]([CH3:12])[N:11]=1. The yield is 0.170. (6) The reactants are [Cl:1][C:2]1[N:7]=[CH:6][C:5]([CH2:8][C:9]([CH3:18])([C:14]([O:16]C)=[O:15])[C:10]([O:12]C)=[O:11])=[CH:4][CH:3]=1.O.[OH-].[Li+].Cl. The catalyst is C1COCC1.O. The product is [Cl:1][C:2]1[N:7]=[CH:6][C:5]([CH2:8][C:9]([CH3:18])([C:14]([OH:16])=[O:15])[C:10]([OH:12])=[O:11])=[CH:4][CH:3]=1. The yield is 0.950.